Dataset: NCI-60 drug combinations with 297,098 pairs across 59 cell lines. Task: Regression. Given two drug SMILES strings and cell line genomic features, predict the synergy score measuring deviation from expected non-interaction effect. (1) Drug 1: COC1=C(C=C2C(=C1)N=CN=C2NC3=CC(=C(C=C3)F)Cl)OCCCN4CCOCC4. Drug 2: CC1=CC=C(C=C1)C2=CC(=NN2C3=CC=C(C=C3)S(=O)(=O)N)C(F)(F)F. Cell line: TK-10. Synergy scores: CSS=33.3, Synergy_ZIP=2.95, Synergy_Bliss=3.39, Synergy_Loewe=-11.5, Synergy_HSA=2.41. (2) Drug 1: CCC1=CC2CC(C3=C(CN(C2)C1)C4=CC=CC=C4N3)(C5=C(C=C6C(=C5)C78CCN9C7C(C=CC9)(C(C(C8N6C)(C(=O)OC)O)OC(=O)C)CC)OC)C(=O)OC.C(C(C(=O)O)O)(C(=O)O)O. Drug 2: N.N.Cl[Pt+2]Cl. Cell line: CAKI-1. Synergy scores: CSS=15.7, Synergy_ZIP=-4.01, Synergy_Bliss=-5.02, Synergy_Loewe=-24.5, Synergy_HSA=-1.59. (3) Drug 1: C1=NC2=C(N=C(N=C2N1C3C(C(C(O3)CO)O)O)F)N. Drug 2: C(CC(=O)O)C(=O)CN.Cl. Cell line: NCI-H226. Synergy scores: CSS=-3.99, Synergy_ZIP=3.23, Synergy_Bliss=0.0380, Synergy_Loewe=-7.99, Synergy_HSA=-8.19.